Dataset: Forward reaction prediction with 1.9M reactions from USPTO patents (1976-2016). Task: Predict the product of the given reaction. (1) Given the reactants [CH3:1][O:2][C:3]([NH:5][C@H:6]([C:10]([N:12]1[CH2:16][CH2:15][CH2:14][C@H:13]1[C:17]1[NH:18][C:19]2[CH:29]=[CH:28][C:27]3[C:22](=[CH:23][CH:24]=[C:25]4[C:37]5[CH:36]=[CH:35][C:34]([C:38]6[NH:42][C:41]([C@H:43]7[CH2:47][CH2:46][CH2:45][N:44]7[C:48](OC(C)(C)C)=[O:49])=[N:40][CH:39]=6)=[CH:33][C:32]=5[CH2:31][O:30][C:26]4=3)[C:20]=2[N:21]=1)=[O:11])[CH:7]([CH3:9])[CH3:8])=[O:4].Cl.[CH3:56][O:57][C:58]([NH:60][C@@H:61]([CH:65]([CH3:67])[CH3:66])C(O)=O)=[O:59].CN(C(ON1N=NC2C=CC=NC1=2)=[N+](C)C)C.F[P-](F)(F)(F)(F)F.C(N(C(C)C)CC)(C)C, predict the reaction product. The product is: [CH3:56][O:57][C:58](=[O:59])[NH:60][C@@H:61]([CH:65]([CH3:67])[CH3:66])[C:48]([N:44]1[CH2:45][CH2:46][CH2:47][C@@H:43]1[C:41]1[NH:42][C:38]([C:34]2[CH:35]=[CH:36][C:37]3[C:25]4[C:26](=[C:27]5[C:22](=[CH:23][CH:24]=4)[C:20]4[N:21]=[C:17]([C@@H:13]6[CH2:14][CH2:15][CH2:16][N:12]6[C:10](=[O:11])[C@@H:6]([NH:5][C:3]([O:2][CH3:1])=[O:4])[CH:7]([CH3:8])[CH3:9])[NH:18][C:19]=4[CH:29]=[CH:28]5)[O:30][CH2:31][C:32]=3[CH:33]=2)=[CH:39][N:40]=1)=[O:49]. (2) Given the reactants C[O:2][C:3](=[O:30])[CH:4]([CH2:9][NH:10][C:11]([C:13]1[CH:18]=[CH:17][C:16]([N:19]2[CH2:22][C:21]([F:24])([F:23])[CH2:20]2)=[C:15]([O:25][CH2:26][CH:27]2[CH2:29][CH2:28]2)[N:14]=1)=[O:12])[CH2:5][CH:6]([CH3:8])[CH3:7].[OH-].[Li+], predict the reaction product. The product is: [CH:27]1([CH2:26][O:25][C:15]2[N:14]=[C:13]([C:11]([NH:10][CH2:9][CH:4]([CH2:5][CH:6]([CH3:7])[CH3:8])[C:3]([OH:30])=[O:2])=[O:12])[CH:18]=[CH:17][C:16]=2[N:19]2[CH2:22][C:21]([F:23])([F:24])[CH2:20]2)[CH2:29][CH2:28]1. (3) Given the reactants [CH3:1][O:2][C:3]1[CH:8]=[C:7]([N:9]2[CH2:15][CH2:14][CH2:13][N:12]([CH3:16])[CH2:11][CH2:10]2)[C:6]([N+:17]([O-])=O)=[CH:5][C:4]=1[NH:20][C:21]1[N:26]=[C:25]([N:27]2[CH:31]=[C:30]([CH:32]=O)[CH:29]=[N:28]2)[C:24]([CH3:34])=[CH:23][N:22]=1.Cl.[NH:36]1[CH2:39][CH2:38][CH2:37]1, predict the reaction product. The product is: [N:36]1([CH2:32][C:30]2[CH:29]=[N:28][N:27]([C:25]3[C:24]([CH3:34])=[CH:23][N:22]=[C:21]([NH:20][C:4]4[C:3]([O:2][CH3:1])=[CH:8][C:7]([N:9]5[CH2:15][CH2:14][CH2:13][N:12]([CH3:16])[CH2:11][CH2:10]5)=[C:6]([NH:17][C:3](=[O:2])[CH:4]=[CH2:5])[CH:5]=4)[N:26]=3)[CH:31]=2)[CH2:39][CH2:38][CH2:37]1.